Dataset: Full USPTO retrosynthesis dataset with 1.9M reactions from patents (1976-2016). Task: Predict the reactants needed to synthesize the given product. Given the product [C:21]([O:20][C:16](=[O:19])[CH:17]=[CH:18][C:2]1[CH:3]=[CH:4][C:5]2[N:6]([C:8]([C:11]([O:13][CH2:14][CH3:15])=[O:12])=[CH:9][N:10]=2)[CH:7]=1)([CH3:24])([CH3:23])[CH3:22], predict the reactants needed to synthesize it. The reactants are: Br[C:2]1[CH:3]=[CH:4][C:5]2[N:6]([C:8]([C:11]([O:13][CH2:14][CH3:15])=[O:12])=[CH:9][N:10]=2)[CH:7]=1.[C:16]([O:20][C:21]([CH3:24])([CH3:23])[CH3:22])(=[O:19])[CH:17]=[CH2:18].[B-](F)(F)(F)F.CC([PH+](C(C)(C)C)C(C)(C)C)(C)C.C1(CNCC2CCCCC2)CCCCC1.